From a dataset of Catalyst prediction with 721,799 reactions and 888 catalyst types from USPTO. Predict which catalyst facilitates the given reaction. (1) The catalyst class is: 5. Product: [NH2:21][CH:7]1[C:6]2[CH:13]=[C:2]([Cl:1])[CH:3]=[C:4]([CH3:14])[C:5]=2[O:11][CH2:10][CH2:9][CH2:8]1. Reactant: [Cl:1][C:2]1[CH:3]=[C:4]([CH3:14])[C:5]2[O:11][CH2:10][CH2:9][CH2:8][C:7](=O)[C:6]=2[CH:13]=1.C([O-])(=O)C.[NH4+].C([BH3-])#[N:21].[Na+].Cl. (2) Reactant: [C:1]([O:5][C:6]([C:8]1[O:9][C:10]2[CH:17]=[CH:16][CH:15]=[C:14]([OH:18])[C:11]=2[C:12]=1[CH3:13])=[O:7])([CH3:4])([CH3:3])[CH3:2].[I:19]N1C(=O)CCC1=O. Product: [C:1]([O:5][C:6]([C:8]1[O:9][C:10]2[CH:17]=[CH:16][C:15]([I:19])=[C:14]([OH:18])[C:11]=2[C:12]=1[CH3:13])=[O:7])([CH3:4])([CH3:2])[CH3:3]. The catalyst class is: 53. (3) Reactant: [CH:1]([C:4]1[C:5]([S:13]([C:16]2[CH:21]=[CH:20][C:19]([O:22][CH2:23][CH2:24][CH2:25]Br)=[CH:18][CH:17]=2)(=[O:15])=[O:14])=[C:6]2[N:11]([CH:12]=1)[CH:10]=[CH:9][CH:8]=[CH:7]2)([CH3:3])[CH3:2].[CH:27]1([NH2:33])[CH2:32][CH2:31][CH2:30][CH2:29][CH2:28]1.C(N(CC)CC)C. The catalyst class is: 93. Product: [CH:27]1([NH:33][CH2:25][CH2:24][CH2:23][O:22][C:19]2[CH:20]=[CH:21][C:16]([S:13]([C:5]3[C:4]([CH:1]([CH3:3])[CH3:2])=[CH:12][N:11]4[C:6]=3[CH:7]=[CH:8][CH:9]=[CH:10]4)(=[O:15])=[O:14])=[CH:17][CH:18]=2)[CH2:32][CH2:31][CH2:30][CH2:29][CH2:28]1. (4) Reactant: [CH3:1][C:2]([CH3:15])([C:5](=[O:14])[CH:6]=[CH:7][C:8]1[CH:13]=[CH:12][N:11]=[CH:10][CH:9]=1)[C:3]#[N:4].[C-]#N.[Na+].[Cl:19][C:20]1[CH:27]=[CH:26][C:23]([CH:24]=[O:25])=[CH:22][C:21]=1[O:28][CH3:29].C(=O)([O-])O.[Na+]. Product: [Cl:19][C:20]1[CH:27]=[CH:26][C:23]([C:24](=[O:25])[CH:7]([C:8]2[CH:9]=[CH:10][N:11]=[CH:12][CH:13]=2)[CH2:6][C:5](=[O:14])[C:2]([CH3:15])([CH3:1])[C:3]#[N:4])=[CH:22][C:21]=1[O:28][CH3:29]. The catalyst class is: 18. (5) Reactant: Cl[C:2]([O:4][C:5]1[CH:10]=[CH:9][C:8]([N+:11]([O-:13])=[O:12])=[CH:7][CH:6]=1)=[O:3].[F:14][C:15]1[CH:16]=[C:17]([CH:22]2[NH:27][C:26]([O:28][CH3:29])=[N:25][C:24]([CH3:30])=[C:23]2[C:31]([O:33][CH3:34])=[O:32])[CH:18]=[CH:19][C:20]=1[F:21]. Product: [F:14][C:15]1[CH:16]=[C:17]([CH:22]2[N:27]([C:2]([O:4][C:5]3[CH:10]=[CH:9][C:8]([N+:11]([O-:13])=[O:12])=[CH:7][CH:6]=3)=[O:3])[C:26]([O:28][CH3:29])=[N:25][C:24]([CH3:30])=[C:23]2[C:31]([O:33][CH3:34])=[O:32])[CH:18]=[CH:19][C:20]=1[F:21]. The catalyst class is: 143. (6) Reactant: [Br:1][C:2]1[CH:3]=[C:4]([SH:8])[CH:5]=[CH:6][CH:7]=1.C(=O)([O-])[O-].[K+].[K+].[CH3:15][C:16]([CH3:20])=[CH:17][CH2:18]Br.Cl. Product: [Br:1][C:2]1[CH:7]=[CH:6][CH:5]=[C:4]([S:8][CH2:18][CH:17]=[C:16]([CH3:20])[CH3:15])[CH:3]=1. The catalyst class is: 3.